Task: Predict the reaction yield, written as a fraction of the theoretical maximum amount of product (1.0 means a 100% yield; for example, 0.34 means a 34% yield).. Dataset: Reaction yield outcomes from USPTO patents with 853,638 reactions (1) The reactants are [CH3:1][C:2]1[CH:3]=[C:4]2[C:9](=[O:10])[O:8][C:6](=O)[C:5]2=[CH:11][CH:12]=1.S(=O)(=O)(O)O.[N+:18]([O-:21])(O)=[O:19].[C:22](=[O:25])([O-:24])[O-].[K+].[K+].S(OC)(O[CH3:32])(=O)=O. The catalyst is O. The product is [CH3:1][C:2]1[CH:3]=[C:4]([C:9]([O:8][CH3:6])=[O:10])[C:5](=[CH:11][C:12]=1[N+:18]([O-:21])=[O:19])[C:22]([O:24][CH3:32])=[O:25]. The yield is 0.310. (2) The reactants are [CH:1]([C:4]1[CH:9]=[CH:8][C:7]([N+:10]([O-])=O)=[CH:6][N:5]=1)([CH3:3])[CH3:2]. The catalyst is CO.[Ni]. The product is [CH:1]([C:4]1[CH:9]=[CH:8][C:7]([NH2:10])=[CH:6][N:5]=1)([CH3:3])[CH3:2]. The yield is 0.520. (3) The reactants are [CH3:1][C:2]1[O:6][N:5]=[C:4]([C:7]([N:9]2[CH2:14][CH2:13][CH:12]([CH2:15][C:16]([OH:18])=O)[CH2:11][CH2:10]2)=[O:8])[CH:3]=1.F[P-](F)(F)(F)(F)F.[CH3:26][N+](C)=C(N(C)C)ON1C2N=CC=CC=2N=N1.[F:43][C:44]([F:49])([F:48])[C:45]([OH:47])=[O:46].[F:50][C:51]([F:56])([F:55])[C:52]([OH:54])=[O:53].[F:57][C:58]1[CH:59]=[N:60][C:61]2[NH:62][C:63]3[CH:64]=[CH:65][CH:66]=[C:67]([CH:80]=3)[CH2:68][CH2:69][C:70]3[CH:78]=[C:74]([NH:75][C:76]=1[N:77]=2)[CH:73]=[CH:72][C:71]=3[NH2:79]. The catalyst is CN(C)C=O.C(N(CC)C(C)C)(C)C. The product is [F:43][C:44]([F:49])([F:48])[C:45]([OH:47])=[O:46].[F:50][C:51]([F:56])([F:55])[C:52]([OH:54])=[O:53].[F:57][C:58]1[CH:59]=[N:60][C:61]2[NH:62][C:63]3[CH:64]=[CH:65][CH:66]=[C:67]([CH:80]=3)[CH2:68][CH2:69][C:70]3[CH:78]=[C:74]([NH:75][C:76]=1[N:77]=2)[CH:73]=[CH:72][C:71]=3[NH:79][C:16](=[O:18])[CH2:15][CH:12]1[CH2:11][CH2:10][N:9]([C:7]([C:4]2[CH:3]=[C:2]([CH2:1][CH3:26])[O:6][N:5]=2)=[O:8])[CH2:14][CH2:13]1. The yield is 0.120. (4) The reactants are [C:1]([O:5][C:6](=[O:17])[NH:7][CH2:8][CH2:9][C:10]1[CH:15]=[CH:14][C:13]([OH:16])=[CH:12][CH:11]=1)([CH3:4])([CH3:3])[CH3:2].[H-].[Na+].Br[C:21]1[N:26]=[C:25]([C:27]#[N:28])[CH:24]=[CH:23][CH:22]=1. No catalyst specified. The product is [C:1]([O:5][C:6](=[O:17])[NH:7][CH2:8][CH2:9][C:10]1[CH:15]=[CH:14][C:13]([O:16][C:21]2[CH:22]=[CH:23][CH:24]=[C:25]([C:27]#[N:28])[N:26]=2)=[CH:12][CH:11]=1)([CH3:4])([CH3:2])[CH3:3]. The yield is 0.448.